This data is from Catalyst prediction with 721,799 reactions and 888 catalyst types from USPTO. The task is: Predict which catalyst facilitates the given reaction. (1) Reactant: [Na].[BH4-].[Cl:3]C(C)C(O)=O.[CH:9]1[CH:14]=CC=C[CH:10]=1.[CH3:15][O:16][C:17]([C:19]1[CH:20]=[C:21]([CH3:38])[C:22]2[O:28][C:27]3[C:29]([Cl:34])=[CH:30][C:31]([NH2:33])=[CH:32][C:26]=3[CH2:25][S:24](=[O:36])(=[O:35])[C:23]=2[CH:37]=1)=[O:18]. Product: [CH3:15][O:16][C:17]([C:19]1[CH:20]=[C:21]([CH3:38])[C:22]2[O:28][C:27]3[C:29]([Cl:34])=[CH:30][C:31]([NH:33][CH2:10][CH2:9][CH2:14][Cl:3])=[CH:32][C:26]=3[CH2:25][S:24](=[O:36])(=[O:35])[C:23]=2[CH:37]=1)=[O:18]. The catalyst class is: 1. (2) Reactant: [CH:1]([C:3]1[CH:4]=[C:5]2[N:11]([CH2:12][O:13][CH2:14][CH2:15][Si:16]([CH3:19])([CH3:18])[CH3:17])[C:10]([C:20]3[CH:25]=[CH:24][N:23]=[C:22]([NH:26][C:27](=[O:29])[CH3:28])[CH:21]=3)=[C:9]([C:30]3[CH:35]=[CH:34][C:33]([O:36][CH3:37])=[CH:32][N:31]=3)[C:6]2=[N:7][CH:8]=1)=[O:2].[Br-].C([O:41][C:42](=O)[C:43]([Zn+])([F:45])[F:44])C.[NH3:48]. The catalyst class is: 36. Product: [C:27]([NH:26][C:22]1[CH:21]=[C:20]([C:10]2[N:11]([CH2:12][O:13][CH2:14][CH2:15][Si:16]([CH3:19])([CH3:18])[CH3:17])[C:5]3[C:6](=[N:7][CH:8]=[C:3]([CH:1]([OH:2])[C:43]([F:45])([F:44])[C:42]([NH2:48])=[O:41])[CH:4]=3)[C:9]=2[C:30]2[CH:35]=[CH:34][C:33]([O:36][CH3:37])=[CH:32][N:31]=2)[CH:25]=[CH:24][N:23]=1)(=[O:29])[CH3:28]. (3) Reactant: [Cl:1][C:2]1[CH:8]=[C:7]([CH3:9])[C:5](N)=[C:4]([CH3:10])[CH:3]=1.N([O-])=O.[Na+].S(=O)(=O)(O)N.[BrH:20]. Product: [Cl:1][C:2]1[CH:8]=[C:7]([CH3:9])[C:5]([Br:20])=[C:4]([CH3:10])[CH:3]=1. The catalyst class is: 6. (4) Product: [F:36][C:37]([F:56])([F:55])[S:38]([O:22][C:13]1[CH:12]=[C:11]2[C:16]([O:17][C:18]3[C:19]([F:21])=[CH:20][C:7]([C:4]4[CH2:3][CH2:2][O:1][CH2:6][CH:5]=4)=[CH:8][C:9]=3[C@:10]32[N:27]=[C:26]([NH:28][C:29]([O:30][C:31]([CH3:32])([CH3:34])[CH3:33])=[O:35])[CH2:25][O:24][CH2:23]3)=[CH:15][CH:14]=1)(=[O:40])=[O:39]. The catalyst class is: 2. Reactant: [O:1]1[CH2:6][CH:5]=[C:4]([C:7]2[CH:20]=[C:19]([F:21])[C:18]3[O:17][C:16]4[C:11](=[CH:12][C:13]([OH:22])=[CH:14][CH:15]=4)[C@:10]4([N:27]=[C:26]([NH:28][C:29](=[O:35])[O:30][C:31]([CH3:34])([CH3:33])[CH3:32])[CH2:25][O:24][CH2:23]4)[C:9]=3[CH:8]=2)[CH2:3][CH2:2]1.[F:36][C:37]([F:56])([F:55])[S:38](N(C1C=CC=CC=1)[S:38]([C:37]([F:56])([F:55])[F:36])(=[O:40])=[O:39])(=[O:40])=[O:39]. (5) Reactant: [OH:1][C:2]1[CH:3]=[C:4]([CH:8]=[CH:9][C:10]=1[N+:11]([O-:13])=[O:12])[C:5]([OH:7])=O.[NH:14]1[CH2:18][CH2:17][CH2:16][CH2:15]1.C(N(CC)CC)C.F[P-](F)(F)(F)(F)F.C[N+](C)=C(N(C)C)O. Product: [OH:1][C:2]1[CH:3]=[C:4]([C:5]([N:14]2[CH2:18][CH2:17][CH2:16][CH2:15]2)=[O:7])[CH:8]=[CH:9][C:10]=1[N+:11]([O-:13])=[O:12]. The catalyst class is: 4.